Task: Predict which catalyst facilitates the given reaction.. Dataset: Catalyst prediction with 721,799 reactions and 888 catalyst types from USPTO (1) Reactant: [N:1]1[CH:6]=[CH:5][C:4]([CH:7]([CH:19]2[CH2:24][CH2:23][NH:22][CH2:21][CH2:20]2)[O:8][C:9]([NH:11][C:12]2[C:13]([NH2:18])=[CH:14][CH:15]=[CH:16][CH:17]=2)=[O:10])=[CH:3][CH:2]=1.N1C=CC=CC=1.[Br:31][C:32]1[CH:40]=[CH:39][C:35]([C:36](Cl)=[O:37])=[CH:34][CH:33]=1. Product: [Br:31][C:32]1[CH:40]=[CH:39][C:35]([C:36]([NH:18][C:13]2[C:12]([NH:11][C:9]([O:8][CH:7]([CH:19]3[CH2:24][CH2:23][NH:22][CH2:21][CH2:20]3)[C:4]3[CH:5]=[CH:6][N:1]=[CH:2][CH:3]=3)=[O:10])=[CH:17][CH:16]=[CH:15][CH:14]=2)=[O:37])=[CH:34][CH:33]=1. The catalyst class is: 22. (2) Reactant: [I:1][C:2]1[C:10]2[C:5](=[N:6][CH:7]=[C:8]([N:11]3[CH2:14][CH:13]([NH:15][C:16](=[O:22])[O:17][C:18]([CH3:21])([CH3:20])[CH3:19])[CH2:12]3)[CH:9]=2)[NH:4][CH:3]=1.[S:23](Cl)([C:26]1[CH:32]=[CH:31][C:29]([CH3:30])=[CH:28][CH:27]=1)(=[O:25])=[O:24].[OH-].[Na+].O. The catalyst class is: 93. Product: [I:1][C:2]1[C:10]2[C:5](=[N:6][CH:7]=[C:8]([N:11]3[CH2:14][CH:13]([NH:15][C:16](=[O:22])[O:17][C:18]([CH3:19])([CH3:21])[CH3:20])[CH2:12]3)[CH:9]=2)[N:4]([S:23]([C:26]2[CH:32]=[CH:31][C:29]([CH3:30])=[CH:28][CH:27]=2)(=[O:25])=[O:24])[CH:3]=1. (3) The catalyst class is: 2. Product: [C:1]([O:5][C:6]([N:8]1[CH2:13][CH2:12][C@@H:11]([CH:14]=[O:15])[C@H:10]([O:16][CH2:17][O:18][CH3:19])[CH2:9]1)=[O:7])([CH3:4])([CH3:3])[CH3:2]. Reactant: [C:1]([O:5][C:6]([N:8]1[CH2:13][CH2:12][C@@H:11]([CH2:14][OH:15])[C@H:10]([O:16][CH2:17][O:18][CH3:19])[CH2:9]1)=[O:7])([CH3:4])([CH3:3])[CH3:2].CC(OI1(OC(C)=O)(OC(C)=O)OC(=O)C2C1=CC=CC=2)=O. (4) Reactant: [CH3:1][O:2][C:3]([NH:5][CH2:6][CH2:7][O:8][C@@H:9]([C:35]1[CH:40]=[CH:39][CH:38]=[C:37]([Cl:41])[CH:36]=1)[CH2:10][CH2:11][N:12]([CH3:34])[C:13](=[O:33])[NH:14][C@@H:15]([CH2:26][CH:27]1[CH2:32][CH2:31][CH2:30][CH2:29][CH2:28]1)[CH2:16][N:17](C)[C:18](=O)OC(C)(C)C)=[O:4]. Product: [Cl:41][C:37]1[CH:36]=[C:35]([C@H:9]([O:8][CH2:7][CH2:6][NH:5][C:3](=[O:4])[O:2][CH3:1])[CH2:10][CH2:11][N:12]([CH3:34])[C:13](=[O:33])[NH:14][C@@H:15]([CH2:26][CH:27]2[CH2:28][CH2:29][CH2:30][CH2:31][CH2:32]2)[CH2:16][NH:17][CH3:18])[CH:40]=[CH:39][CH:38]=1. The catalyst class is: 137. (5) Reactant: [O:1]1[C:5]2[CH:6]=[C:7]([C:10]#[N:11])[CH:8]=[CH:9][C:4]=2[CH:3]=[CH:2]1.[H-].[Al+3].[Li+].[H-].[H-].[H-]. Product: [NH2:11][CH2:10][C:7]1[CH:8]=[CH:9][C:4]2[CH:3]=[CH:2][O:1][C:5]=2[CH:6]=1. The catalyst class is: 1. (6) Reactant: [O:1]=[S:2]1(=[O:33])[C:7]2[CH:8]=[CH:9][CH:10]=[CH:11][C:6]=2[NH:5][C:4]([C:12]2[C:13](=[O:32])[N:14]([N:23]=[C:24]([C:26]3[CH:31]=[CH:30][CH:29]=[CH:28][CH:27]=3)[CH3:25])[C:15]3[C:20]([C:21]=2[OH:22])=[CH:19][CH:18]=[CH:17][CH:16]=3)=[N:3]1.CO.[BH4-].[Li+].Cl. The catalyst class is: 30. Product: [O:33]=[S:2]1(=[O:1])[C:7]2[CH:8]=[CH:9][CH:10]=[CH:11][C:6]=2[NH:5][C:4]([C:12]2[C:13](=[O:32])[N:14]([NH:23][CH:24]([C:26]3[CH:31]=[CH:30][CH:29]=[CH:28][CH:27]=3)[CH3:25])[C:15]3[C:20]([C:21]=2[OH:22])=[CH:19][CH:18]=[CH:17][CH:16]=3)=[N:3]1.